From a dataset of Reaction yield outcomes from USPTO patents with 853,638 reactions. Predict the reaction yield, written as a fraction of the theoretical maximum amount of product (1.0 means a 100% yield; for example, 0.34 means a 34% yield). The reactants are [CH3:1][O:2][C:3]1[CH:16]=[CH:15][C:6]([CH2:7][N:8]2[CH2:13][CH2:12][CH:11]([OH:14])[CH2:10][CH2:9]2)=[CH:5][CH:4]=1.C1(P(C2C=CC=CC=2)C2C=CC=CC=2)C=CC=CC=1.[Cl:36][C:37]1[CH:38]=[C:39]([CH:44]=[CH:45][C:46]=1O)[C:40]([O:42][CH3:43])=[O:41].N(C(OC(C)C)=O)=NC(OC(C)C)=O. The catalyst is C1(C)C=CC=CC=1. The product is [Cl:36][C:37]1[CH:38]=[C:39]([CH:44]=[CH:45][C:46]=1[O:14][CH:11]1[CH2:10][CH2:9][N:8]([CH2:7][C:6]2[CH:5]=[CH:4][C:3]([O:2][CH3:1])=[CH:16][CH:15]=2)[CH2:13][CH2:12]1)[C:40]([O:42][CH3:43])=[O:41]. The yield is 0.100.